Dataset: Reaction yield outcomes from USPTO patents with 853,638 reactions. Task: Predict the reaction yield, written as a fraction of the theoretical maximum amount of product (1.0 means a 100% yield; for example, 0.34 means a 34% yield). (1) The product is [Cl:28][C:25]1[CH:26]=[CH:27][C:22]([N:16]2[CH2:15][CH2:14][N:13]([C:8]3[C:9]([CH3:12])=[C:10]([CH3:11])[C:4]4[O:3][C:2]([CH3:20])([CH3:1])[CH2:6][C:5]=4[C:7]=3[CH3:19])[CH2:18][CH2:17]2)=[CH:23][C:24]=1[O:29][CH3:30]. The yield is 0.240. No catalyst specified. The reactants are [CH3:1][C:2]1([CH3:20])[CH2:6][C:5]2[C:7]([CH3:19])=[C:8]([N:13]3[CH2:18][CH2:17][NH:16][CH2:15][CH2:14]3)[C:9]([CH3:12])=[C:10]([CH3:11])[C:4]=2[O:3]1.Br[C:22]1[CH:27]=[CH:26][C:25]([Cl:28])=[C:24]([O:29][CH3:30])[CH:23]=1. (2) The reactants are [CH:1]([NH:4][C:5]1[CH:10]=[CH:9][CH:8]=[CH:7][C:6]=1[CH2:11][OH:12])([CH3:3])[CH3:2]. The catalyst is C1(C)C=CC=CC=1.[O-2].[O-2].[Mn+4]. The product is [CH:1]([NH:4][C:5]1[CH:10]=[CH:9][CH:8]=[CH:7][C:6]=1[CH:11]=[O:12])([CH3:3])[CH3:2]. The yield is 0.900. (3) The reactants are [CH3:1][O:2][C:3]1[C:8]2[NH:9][C:10]([C:12]3[S:13][CH:14]=[CH:15][CH:16]=3)=[N:11][C:7]=2[C:6](C(O)=O)=[CH:5][CH:4]=1.P(N=[N+]=[N-])([O:29][C:30]1C=CC=CC=1)(OC1C=CC=CC=1)=O.C([N:41](CC)CC)C.[CH3:46][C:47]([OH:50])([CH3:49])[CH3:48]. The catalyst is O1CCOCC1. The product is [CH3:1][O:2][C:3]1[C:8]2[NH:9][C:10]([C:12]3[S:13][CH:14]=[CH:15][CH:16]=3)=[N:11][C:7]=2[C:6]([NH:41][C:30](=[O:29])[O:50][C:47]([CH3:49])([CH3:48])[CH3:46])=[CH:5][CH:4]=1. The yield is 0.470. (4) The reactants are [NH2:1][C:2]1[C:7](I)=[CH:6][N:5]=[C:4]([Br:9])[CH:3]=1.C1(C)C=CC=CC=1P(C1C=CC=CC=1C)C1C=CC=CC=1C.C(N(C(C)C)CC)(C)C.[CH:41]([C:43]([CH3:45])=[O:44])=[CH2:42]. The catalyst is CN(C=O)C.C([O-])(=O)C.[Pd+2].C([O-])(=O)C. The product is [NH2:1][C:2]1[CH:3]=[C:4]([Br:9])[N:5]=[CH:6][C:7]=1/[CH:42]=[CH:41]/[C:43](=[O:44])[CH3:45]. The yield is 0.780. (5) The reactants are [OH:1][C:2]1[C:11]2[C:6](=[CH:7][CH:8]=[CH:9][CH:10]=2)[N:5]=[CH:4][C:3]=1[C:12]([OH:14])=O.CN(C(ON1N=NC2C=CC=CC1=2)=[N+](C)C)C.F[P-](F)(F)(F)(F)F.CCN(C(C)C)C(C)C.[CH3:48][C:49]1[CH:54]=[CH:53][C:52]([N+:55]([O-])=O)=[CH:51][C:50]=1[NH2:58].O.O.Cl[Sn]Cl.C([O-])(O)=O.[Na+]. The catalyst is C1COCC1. The product is [NH2:55][C:52]1[CH:53]=[CH:54][C:49]([CH3:48])=[C:50]([NH:58][C:12]([C:3]2[C:2](=[O:1])[C:11]3[C:6](=[CH:7][CH:8]=[CH:9][CH:10]=3)[NH:5][CH:4]=2)=[O:14])[CH:51]=1. The yield is 0.0800.